This data is from Full USPTO retrosynthesis dataset with 1.9M reactions from patents (1976-2016). The task is: Predict the reactants needed to synthesize the given product. Given the product [Br:26][CH2:2][CH2:3][CH2:4][CH2:5][O:6][CH2:7][CH2:8][N:9]([CH:13]1[CH2:18][CH2:17][N:16]([CH2:19][C:20]2[CH:25]=[CH:24][CH:23]=[CH:22][CH:21]=2)[CH2:15][CH2:14]1)[CH:10]([CH3:12])[CH3:11], predict the reactants needed to synthesize it. The reactants are: O[CH2:2][CH2:3][CH2:4][CH2:5][O:6][CH2:7][CH2:8][N:9]([CH:13]1[CH2:18][CH2:17][N:16]([CH2:19][C:20]2[CH:25]=[CH:24][CH:23]=[CH:22][CH:21]=2)[CH2:15][CH2:14]1)[CH:10]([CH3:12])[CH3:11].[Br:26]P(Br)(C1C=CC=CC=1)(C1C=CC=CC=1)C1C=CC=CC=1.